Dataset: Reaction yield outcomes from USPTO patents with 853,638 reactions. Task: Predict the reaction yield, written as a fraction of the theoretical maximum amount of product (1.0 means a 100% yield; for example, 0.34 means a 34% yield). (1) The reactants are [CH:1]([C@:4]1([C:16]([N:18]2[CH2:23][CH:22]=[C:21]([C:24]3[CH:29]=[CH:28][CH:27]=[C:26]([C:30]([F:33])([F:32])[F:31])[CH:25]=3)[CH2:20][CH2:19]2)=[O:17])[CH2:8][CH2:7][C@@H:6]([NH:9][CH:10]2[CH2:15][CH2:14][O:13][CH2:12][CH2:11]2)[CH2:5]1)([CH3:3])[CH3:2]. The catalyst is CO.[Pd]. The product is [CH:1]([C@:4]1([C:16]([N:18]2[CH2:19][CH2:20][CH:21]([C:24]3[CH:29]=[CH:28][CH:27]=[C:26]([C:30]([F:33])([F:32])[F:31])[CH:25]=3)[CH2:22][CH2:23]2)=[O:17])[CH2:8][CH2:7][C@@H:6]([NH:9][CH:10]2[CH2:11][CH2:12][O:13][CH2:14][CH2:15]2)[CH2:5]1)([CH3:3])[CH3:2]. The yield is 0.990. (2) The reactants are [F:1][C:2]1[CH:7]=[CH:6][C:5]([C:8]2[O:9][C:10]3[CH:20]=[CH:19][C:18]([C:21]4[CH:22]=[CH:23][C:24]([O:30][CH3:31])=[C:25]([CH:29]=4)[C:26](O)=[O:27])=[CH:17][C:11]=3[C:12]=2[C:13](=[O:16])[NH:14][CH3:15])=[CH:4][CH:3]=1.C(N(C(C)C)C(C)C)C.[C:41]([NH2:50])([C:44]1[CH:49]=[CH:48][CH:47]=[CH:46][CH:45]=1)([CH3:43])[CH3:42].CN(C(ON1N=NC2C=CC=CC1=2)=[N+](C)C)C.[B-](F)(F)(F)F. The catalyst is C(OCC)(=O)C.C(#N)C.CN(C=O)C. The product is [F:1][C:2]1[CH:3]=[CH:4][C:5]([C:8]2[O:9][C:10]3[CH:20]=[CH:19][C:18]([C:21]4[CH:22]=[CH:23][C:24]([O:30][CH3:31])=[C:25]([C:26](=[O:27])[NH:50][C:41]([C:44]5[CH:49]=[CH:48][CH:47]=[CH:46][CH:45]=5)([CH3:43])[CH3:42])[CH:29]=4)=[CH:17][C:11]=3[C:12]=2[C:13]([NH:14][CH3:15])=[O:16])=[CH:6][CH:7]=1. The yield is 0.420. (3) The reactants are [CH2:1]([S:3](Cl)(=[O:5])=[O:4])[CH3:2].[Br:7][C:8]1[CH:9]=[C:10]([CH:12]=[C:13]([O:15][CH2:16][C:17]2[CH:22]=[CH:21][CH:20]=[CH:19][CH:18]=2)[CH:14]=1)[NH2:11].N1C=CC=CC=1.Cl. The product is [Br:7][C:8]1[CH:9]=[C:10]([NH:11][S:3]([CH2:1][CH3:2])(=[O:5])=[O:4])[CH:12]=[C:13]([O:15][CH2:16][C:17]2[CH:22]=[CH:21][CH:20]=[CH:19][CH:18]=2)[CH:14]=1. The yield is 0.940. The catalyst is C(Cl)Cl.